From a dataset of Full USPTO retrosynthesis dataset with 1.9M reactions from patents (1976-2016). Predict the reactants needed to synthesize the given product. Given the product [Br:1][C:2]1[CH:3]=[C:4]([CH:5]=[C:13]([C:11]#[N:17])[C:14]#[N:15])[CH:7]=[CH:8][CH:9]=1, predict the reactants needed to synthesize it. The reactants are: [Br:1][C:2]1[CH:3]=[C:4]([CH:7]=[CH:8][CH:9]=1)[CH:5]=O.C(#N)[CH:11]([CH2:13][C:14]#[N:15])O.[NH:17]1CCCCC1.